This data is from Forward reaction prediction with 1.9M reactions from USPTO patents (1976-2016). The task is: Predict the product of the given reaction. (1) Given the reactants O.O.[Na:3].[NH2:4][N:5]1[NH:14][C:13](=[O:15])[C:12]2[C:7](=[CH:8][CH:9]=[CH:10][CH:11]=2)[C:6]1=[O:16].[N+](C1C=CC=C2C(OC(=O)C=12)=O)([O-])=O.O.NN.[N+](C1(C(O)=O)C=CC=CC1C(NN)=O)([O-])=O.NC1C=CC=C(C(NN)=O)C=1C(NN)=O.NC1(C(NN)=O)C=CC=CC1C(NN)=O.BrBr.[OH-].[Na+], predict the reaction product. The product is: [Na:3].[NH2:4][N:5]1[NH:14][C:13](=[O:15])[C:12]2[C:7](=[CH:8][CH:9]=[CH:10][CH:11]=2)[C:6]1=[O:16]. (2) Given the reactants [CH3:1][C:2]1[C:3]2[N:4]([C:8]([C:18]3[CH:23]=[CH:22][N:21]=[C:20]([C:24]4[CH:29]=[CH:28][C:27]([OH:30])=[CH:26][CH:25]=4)[CH:19]=3)=[C:9]([C:11]3[CH:16]=[CH:15][CH:14]=[C:13]([CH3:17])[N:12]=3)[N:10]=2)[CH:5]=[CH:6][CH:7]=1.Br[CH2:32][C:33]([NH2:35])=[O:34].C(OC(C)C)(C)C, predict the reaction product. The product is: [CH3:1][C:2]1[C:3]2[N:4]([C:8]([C:18]3[CH:23]=[CH:22][N:21]=[C:20]([C:24]4[CH:25]=[CH:26][C:27]([O:30][CH2:32][C:33]([NH2:35])=[O:34])=[CH:28][CH:29]=4)[CH:19]=3)=[C:9]([C:11]3[CH:16]=[CH:15][CH:14]=[C:13]([CH3:17])[N:12]=3)[N:10]=2)[CH:5]=[CH:6][CH:7]=1. (3) Given the reactants Cl[C:2]1[C:11]([CH3:12])=[C:10]([Cl:13])[C:9]2[C:4](=[CH:5][C:6]([F:15])=[CH:7][C:8]=2[F:14])[N:3]=1.[Cl-].[F:17][C:18]([F:28])([F:27])[C:19]1[CH:20]=[C:21]([CH:24]=[CH:25][CH:26]=1)[CH2:22][Zn+], predict the reaction product. The product is: [Cl:13][C:10]1[C:9]2[C:4](=[CH:5][C:6]([F:15])=[CH:7][C:8]=2[F:14])[N:3]=[C:2]([CH2:22][C:21]2[CH:24]=[CH:25][CH:26]=[C:19]([C:18]([F:17])([F:27])[F:28])[CH:20]=2)[C:11]=1[CH3:12]. (4) Given the reactants [Cl:1][C:2]1[CH:10]=[CH:9][C:8]([O:11][CH2:12][C:13]2[CH:18]=[CH:17][CH:16]=[CH:15][CH:14]=2)=[C:7]2[C:3]=1[CH:4](O)[N:5]([C:20]1[CH:25]=[CH:24][C:23]([CH2:26][C:27]([O:29][CH2:30][CH3:31])=[O:28])=[CH:22][CH:21]=1)[C:6]2=[O:19].[Cl:33][C:34]1[CH:42]=[CH:41][C:40]([O:43][CH2:44][C:45]2[CH:50]=[CH:49][CH:48]=[CH:47][CH:46]=2)=[C:39]2[C:35]=1[C:36](=[O:64])[N:37]([C:52]1[CH:57]=[CH:56][C:55]([CH2:58][C:59]([O:61][CH2:62][CH3:63])=[O:60])=[CH:54][CH:53]=1)[CH:38]2O.C([SiH](CC)CC)C, predict the reaction product. The product is: [Cl:1][C:2]1[CH:10]=[CH:9][C:8]([O:11][CH2:12][C:13]2[CH:18]=[CH:17][CH:16]=[CH:15][CH:14]=2)=[C:7]2[C:3]=1[CH2:4][N:5]([C:20]1[CH:21]=[CH:22][C:23]([CH2:26][C:27]([O:29][CH2:30][CH3:31])=[O:28])=[CH:24][CH:25]=1)[C:6]2=[O:19].[Cl:33][C:34]1[CH:42]=[CH:41][C:40]([O:43][CH2:44][C:45]2[CH:46]=[CH:47][CH:48]=[CH:49][CH:50]=2)=[C:39]2[C:35]=1[C:36](=[O:64])[N:37]([C:52]1[CH:53]=[CH:54][C:55]([CH2:58][C:59]([O:61][CH2:62][CH3:63])=[O:60])=[CH:56][CH:57]=1)[CH2:38]2. (5) Given the reactants Cl.[F:2][C:3]1[CH:16]=[CH:15][C:6]([C:7]([CH:9]2[CH2:14][CH2:13][NH:12][CH2:11][CH2:10]2)=[O:8])=[CH:5][CH:4]=1.[C:17](O[C:17]([O:19][C:20]([CH3:23])([CH3:22])[CH3:21])=[O:18])([O:19][C:20]([CH3:23])([CH3:22])[CH3:21])=[O:18].C([O-])([O-])=O.[Na+].[Na+], predict the reaction product. The product is: [F:2][C:3]1[CH:4]=[CH:5][C:6]([C:7]([CH:9]2[CH2:14][CH2:13][N:12]([C:17]([O:19][C:20]([CH3:23])([CH3:22])[CH3:21])=[O:18])[CH2:11][CH2:10]2)=[O:8])=[CH:15][CH:16]=1. (6) Given the reactants [CH2:1]([O:3][C:4](=[O:8])[CH2:5][N+:6]#[C-:7])[CH3:2].CO[CH:11](OC)[N:12]([CH3:14])[CH3:13], predict the reaction product. The product is: [CH2:1]([O:3][C:4](=[O:8])/[C:5](/[N+:6]#[C-:7])=[CH:11]/[N:12]([CH3:14])[CH3:13])[CH3:2].